From a dataset of Forward reaction prediction with 1.9M reactions from USPTO patents (1976-2016). Predict the product of the given reaction. (1) Given the reactants [S:1]1[C:5]2[CH:6]=[CH:7][CH:8]=[CH:9][C:4]=2[N:3]=[C:2]1[NH:10][NH2:11].C([O:14][C:15](=O)[CH2:16][C:17]([C:19]1[S:20][CH:21]=[CH:22][CH:23]=1)=O)C, predict the reaction product. The product is: [S:1]1[C:5]2[CH:6]=[CH:7][CH:8]=[CH:9][C:4]=2[N:3]=[C:2]1[N:10]1[C:15](=[O:14])[CH:16]=[C:17]([C:19]2[S:20][CH:21]=[CH:22][CH:23]=2)[NH:11]1. (2) Given the reactants [Cl:1][C:2]1[CH:7]=[CH:6][C:5]([C:8]2[N:9]=[CH:10][C:11]([OH:14])=[N:12][CH:13]=2)=[CH:4][CH:3]=1.[CH2:15]([O:17][C:18]([C:20]1([CH2:34]I)[CH2:24][CH2:23][N:22]([C:25](=[O:33])[C:26]2[CH:31]=[CH:30][C:29]([F:32])=[CH:28][CH:27]=2)[CH2:21]1)=[O:19])[CH3:16], predict the reaction product. The product is: [CH2:15]([O:17][C:18]([C:20]1([CH2:34][O:14][C:11]2[CH:10]=[N:9][C:8]([C:5]3[CH:4]=[CH:3][C:2]([Cl:1])=[CH:7][CH:6]=3)=[CH:13][N:12]=2)[CH2:24][CH2:23][N:22]([C:25](=[O:33])[C:26]2[CH:27]=[CH:28][C:29]([F:32])=[CH:30][CH:31]=2)[CH2:21]1)=[O:19])[CH3:16]. (3) Given the reactants O[C:2]1[CH:3]=[C:4]([CH:7]=[C:8]([OH:10])[CH:9]=1)[CH:5]=[O:6].[CH2:11](I)[CH3:12].[C:14]([O-:17])([O-])=O.[K+].[K+].[CH3:20]N(C=O)C, predict the reaction product. The product is: [CH2:11]([O:10][C:8]1[CH:7]=[C:4]([CH:3]=[C:2]([O:17][CH2:14][CH3:20])[CH:9]=1)[CH:5]=[O:6])[CH3:12]. (4) Given the reactants [C@H:1]1([NH2:11])[C:10]2[C:5](=[CH:6][CH:7]=[CH:8][CH:9]=2)[CH2:4][CH2:3][CH2:2]1.[F:12][C:13]([F:24])([F:23])[C:14](O[C:14](=[O:15])[C:13]([F:24])([F:23])[F:12])=[O:15], predict the reaction product. The product is: [F:12][C:13]([F:24])([F:23])[C:14]([NH:11][C@H:1]1[C:10]2[C:5](=[CH:6][CH:7]=[CH:8][CH:9]=2)[CH2:4][CH2:3][CH2:2]1)=[O:15]. (5) The product is: [N:22]1[N:23]([C:27]2([C:30]3[NH:8][C:7]4=[N:6][C:5]([N:9]5[CH2:14][CH2:13][CH2:12][C@@H:11]([C:15]([N:17]6[CH2:21][CH2:20][CH2:19][CH2:18]6)=[O:16])[CH2:10]5)=[CH:4][CH:3]=[C:2]4[N:1]=3)[CH2:29][CH2:28]2)[N:24]=[CH:25][CH:26]=1. Given the reactants [NH2:1][C:2]1[CH:3]=[CH:4][C:5]([N:9]2[CH2:14][CH2:13][CH2:12][C@@H:11]([C:15]([N:17]3[CH2:21][CH2:20][CH2:19][CH2:18]3)=[O:16])[CH2:10]2)=[N:6][C:7]=1[NH2:8].[N:22]1[N:23]([C:27]2([C:30](=N)OCC)[CH2:29][CH2:28]2)[N:24]=[CH:25][CH:26]=1.C(N(CC)CC)C.C(O)(=O)C, predict the reaction product. (6) Given the reactants [CH3:1][O:2][C:3]1[CH:8]=[CH:7][N:6]=[C:5]2[N:9]([CH2:25][O:26]CC[Si](C)(C)C)[N:10]=[C:11]([CH:12]3[CH2:17][CH2:16][N:15](C(OC(C)(C)C)=O)[CH2:14][CH2:13]3)[C:4]=12.C(O)(C(F)(F)F)=O, predict the reaction product. The product is: [CH3:1][O:2][C:3]1[CH:8]=[CH:7][N:6]=[C:5]2[N:9]([CH2:25][OH:26])[N:10]=[C:11]([CH:12]3[CH2:17][CH2:16][NH:15][CH2:14][CH2:13]3)[C:4]=12.